This data is from Forward reaction prediction with 1.9M reactions from USPTO patents (1976-2016). The task is: Predict the product of the given reaction. (1) Given the reactants [Cl:1][C:2]1[CH:7]=[C:6]([Cl:8])[CH:5]=[CH:4][C:3]=1[C:9]1[N:10]([C:24]2[CH:29]=[CH:28][C:27]([OH:30])=[CH:26][CH:25]=2)[C:11]([CH3:23])=[C:12]([C:14]([NH:16][N:17]2[CH2:22][CH2:21][CH2:20][CH2:19][CH2:18]2)=[O:15])[N:13]=1.C(N(CC)CC)C.[CH3:38][C:39]([CH3:47])([CH3:46])[CH2:40][CH2:41][S:42](Cl)(=[O:44])=[O:43].O, predict the reaction product. The product is: [CH3:38][C:39]([CH3:47])([CH3:46])[CH2:40][CH2:41][S:42]([O:30][C:27]1[CH:26]=[CH:25][C:24]([N:10]2[C:11]([CH3:23])=[C:12]([C:14]([NH:16][N:17]3[CH2:22][CH2:21][CH2:20][CH2:19][CH2:18]3)=[O:15])[N:13]=[C:9]2[C:3]2[CH:4]=[CH:5][C:6]([Cl:8])=[CH:7][C:2]=2[Cl:1])=[CH:29][CH:28]=1)(=[O:44])=[O:43]. (2) The product is: [CH3:1][O:2][C:3]1[C:8]2[N:9]=[C:10]([NH:12][C:13](=[O:22])[C:14]3[CH:19]=[CH:18][C:17]([CH2:20][NH:21][C:33](=[O:34])[CH2:32][CH2:31][O:30][CH3:29])=[CH:16][CH:15]=3)[S:11][C:7]=2[C:6]([N:23]2[CH2:28][CH2:27][O:26][CH2:25][CH2:24]2)=[CH:5][CH:4]=1. Given the reactants [CH3:1][O:2][C:3]1[C:8]2[N:9]=[C:10]([NH:12][C:13](=[O:22])[C:14]3[CH:19]=[CH:18][C:17]([CH2:20][NH2:21])=[CH:16][CH:15]=3)[S:11][C:7]=2[C:6]([N:23]2[CH2:28][CH2:27][O:26][CH2:25][CH2:24]2)=[CH:5][CH:4]=1.[CH3:29][O:30][CH2:31][CH2:32][C:33](Cl)=[O:34], predict the reaction product. (3) Given the reactants C(OC(=O)[NH:7][C:8]1[CH:13]=[CH:12][C:11]([O:14][CH2:15][C:16]2[C:25]3[C:20](=[CH:21][CH:22]=[CH:23][CH:24]=3)[N:19]=[C:18]([CH3:26])[CH:17]=2)=[CH:10][CH:9]=1)(C)(C)C.[ClH:28].C(OCC)C, predict the reaction product. The product is: [ClH:28].[CH3:26][C:18]1[CH:17]=[C:16]([CH2:15][O:14][C:11]2[CH:10]=[CH:9][C:8]([NH2:7])=[CH:13][CH:12]=2)[C:25]2[C:20](=[CH:21][CH:22]=[CH:23][CH:24]=2)[N:19]=1. (4) The product is: [ClH:40].[ClH:40].[ClH:40].[ClH:40].[F:1][C:2]1[CH:7]=[CH:6][C:5]([CH:8]([N:31]2[CH2:32][CH2:33][N:34]([CH:37]([CH3:39])[CH3:38])[CH2:35][CH2:36]2)[CH2:9][N:10]2[CH2:11][CH2:12][N:13]([CH2:16][CH2:17][CH2:18][C:19]3[CH:24]=[CH:23][CH:22]=[CH:21][C:20]=3[C:25]3[N:26]=[C:27]([NH2:30])[S:28][CH:29]=3)[CH2:14][CH2:15]2)=[CH:4][CH:3]=1. Given the reactants [F:1][C:2]1[CH:7]=[CH:6][C:5]([CH:8]([N:31]2[CH2:36][CH2:35][N:34]([CH:37]([CH3:39])[CH3:38])[CH2:33][CH2:32]2)[CH2:9][N:10]2[CH2:15][CH2:14][N:13]([CH2:16][CH2:17][CH2:18][C:19]3[CH:24]=[CH:23][CH:22]=[CH:21][C:20]=3[C:25]3[N:26]=[C:27]([NH2:30])[S:28][CH:29]=3)[CH2:12][CH2:11]2)=[CH:4][CH:3]=1.[ClH:40].O1CCOCC1, predict the reaction product.